From a dataset of NCI-60 drug combinations with 297,098 pairs across 59 cell lines. Regression. Given two drug SMILES strings and cell line genomic features, predict the synergy score measuring deviation from expected non-interaction effect. (1) Drug 1: CC1=C(C(CCC1)(C)C)C=CC(=CC=CC(=CC(=O)O)C)C. Drug 2: C1CC(=O)NC(=O)C1N2C(=O)C3=CC=CC=C3C2=O. Cell line: OVCAR3. Synergy scores: CSS=-9.36, Synergy_ZIP=3.65, Synergy_Bliss=-4.05, Synergy_Loewe=-5.56, Synergy_HSA=-13.9. (2) Drug 1: C1=C(C(=O)NC(=O)N1)F. Drug 2: C1=NC2=C(N1)C(=S)N=CN2. Cell line: CCRF-CEM. Synergy scores: CSS=41.4, Synergy_ZIP=-17.9, Synergy_Bliss=-26.1, Synergy_Loewe=-29.5, Synergy_HSA=-20.1. (3) Synergy scores: CSS=15.4, Synergy_ZIP=-6.64, Synergy_Bliss=-4.03, Synergy_Loewe=-1.01, Synergy_HSA=-0.519. Drug 2: C1C(C(OC1N2C=NC(=NC2=O)N)CO)O. Cell line: SN12C. Drug 1: CC1CCC2CC(C(=CC=CC=CC(CC(C(=O)C(C(C(=CC(C(=O)CC(OC(=O)C3CCCCN3C(=O)C(=O)C1(O2)O)C(C)CC4CCC(C(C4)OC)OCCO)C)C)O)OC)C)C)C)OC. (4) Drug 2: C1=NC2=C(N=C(N=C2N1C3C(C(C(O3)CO)O)F)Cl)N. Synergy scores: CSS=52.5, Synergy_ZIP=0.650, Synergy_Bliss=1.23, Synergy_Loewe=-5.28, Synergy_HSA=-1.75. Cell line: MOLT-4. Drug 1: CN1C2=C(C=C(C=C2)N(CCCl)CCCl)N=C1CCCC(=O)O.Cl. (5) Drug 2: COC1=C2C(=CC3=C1OC=C3)C=CC(=O)O2. Cell line: SK-MEL-5. Drug 1: CCCCC(=O)OCC(=O)C1(CC(C2=C(C1)C(=C3C(=C2O)C(=O)C4=C(C3=O)C=CC=C4OC)O)OC5CC(C(C(O5)C)O)NC(=O)C(F)(F)F)O. Synergy scores: CSS=71.8, Synergy_ZIP=7.65, Synergy_Bliss=6.08, Synergy_Loewe=-2.68, Synergy_HSA=6.30. (6) Drug 1: CC1=C2C(C(=O)C3(C(CC4C(C3C(C(C2(C)C)(CC1OC(=O)C(C(C5=CC=CC=C5)NC(=O)OC(C)(C)C)O)O)OC(=O)C6=CC=CC=C6)(CO4)OC(=O)C)OC)C)OC. Drug 2: CC1=C(C(=O)C2=C(C1=O)N3CC4C(C3(C2COC(=O)N)OC)N4)N. Cell line: NCI-H522. Synergy scores: CSS=39.3, Synergy_ZIP=-15.5, Synergy_Bliss=-14.3, Synergy_Loewe=-11.3, Synergy_HSA=-8.81.